Task: Predict the reaction yield, written as a fraction of the theoretical maximum amount of product (1.0 means a 100% yield; for example, 0.34 means a 34% yield).. Dataset: Reaction yield outcomes from USPTO patents with 853,638 reactions (1) The reactants are Cl[C:2]1[CH:7]=[C:6]([Cl:8])[N:5]=[C:4]([S:9][C:10]2[CH:15]=[CH:14][C:13]([NH:16][C:17]([CH:19]3[CH2:21][CH2:20]3)=[O:18])=[CH:12][CH:11]=2)[N:3]=1.[NH2:22][C:23]1[S:24][C:25]([CH3:28])=[CH:26][N:27]=1.C1(P(C2C=CC=CC=2)C2C3OC4C(=CC=CC=4P(C4C=CC=CC=4)C4C=CC=CC=4)C(C)(C)C=3C=CC=2)C=CC=CC=1.C(=O)([O-])[O-].[Na+].[Na+]. The catalyst is O1CCOCC1.C1C=CC(/C=C/C(/C=C/C2C=CC=CC=2)=O)=CC=1.C1C=CC(/C=C/C(/C=C/C2C=CC=CC=2)=O)=CC=1.C1C=CC(/C=C/C(/C=C/C2C=CC=CC=2)=O)=CC=1.[Pd].[Pd]. The product is [CH3:28][C:25]1[S:24][C:23]([NH:22][C:2]2[CH:7]=[C:6]([Cl:8])[N:5]=[C:4]([S:9][C:10]3[CH:15]=[CH:14][C:13]([NH:16][C:17]([CH:19]4[CH2:21][CH2:20]4)=[O:18])=[CH:12][CH:11]=3)[N:3]=2)=[N:27][CH:26]=1. The yield is 0.700. (2) The reactants are [NH2:1][C:2]1[N:6]([C:7]2[CH:12]=[CH:11][CH:10]=[CH:9][CH:8]=2)[N:5]=[CH:4][C:3]=1[C:13]([OH:15])=O.[Cl:16][C:17]1[CH:23]=[CH:22][C:20]([NH2:21])=[CH:19][CH:18]=1. The catalyst is S(Cl)(Cl)=O.C(Cl)Cl. The product is [Cl:16][C:17]1[CH:23]=[CH:22][C:20]([NH:21][C:13]([C:3]2[CH:4]=[N:5][N:6]([C:7]3[CH:8]=[CH:9][CH:10]=[CH:11][CH:12]=3)[C:2]=2[NH2:1])=[O:15])=[CH:19][CH:18]=1. The yield is 0.660. (3) The reactants are [CH:1]([NH:3][C:4]1[C:9]([CH2:10][CH3:11])=[CH:8][CH:7]=[CH:6][C:5]=1[CH2:12][CH3:13])=O.P12(SP3(SP(SP(S3)(S1)=S)(=S)S2)=S)=[S:15].[Cl:28][CH2:29][CH2:30][C:31](=O)[CH3:32].C([O-])([O-])=O.[Na+].[Na+]. The catalyst is O1CCOCC1.O. The product is [Cl-:28].[CH2:12]([C:5]1[CH:6]=[CH:7][CH:8]=[C:9]([CH2:10][CH3:11])[C:4]=1[N+:3]1[C:30]([CH3:29])=[C:31]([CH3:32])[S:15][CH:1]=1)[CH3:13]. The yield is 0.100. (4) The reactants are [OH:1][C:2]1[C:3]([C:8](=O)[CH3:9])=[N:4][CH:5]=[CH:6][CH:7]=1.Br[CH2:12][C:13]([CH:15]1[CH2:20][CH2:19][CH2:18][CH2:17][CH2:16]1)=[O:14].C(=O)([O-])[O-].[K+].[K+].Cl. The catalyst is CN(C)C=O. The product is [CH:15]1([C:13]([C:12]2[O:1][C:2]3[C:3](=[N:4][CH:5]=[CH:6][CH:7]=3)[C:8]=2[CH3:9])=[O:14])[CH2:20][CH2:19][CH2:18][CH2:17][CH2:16]1. The yield is 0.530. (5) The reactants are CC1(C)C(C)(C)OB([C:9]2[CH:10]=[C:11]([OH:15])[CH:12]=[CH:13][CH:14]=2)O1.Cl[C:18]1[N:23]=[C:22]([NH:24][C:25]([C:27]2([C:30]3[CH:40]=[CH:39][C:33]4[O:34][C:35]([F:38])([F:37])[O:36][C:32]=4[CH:31]=3)[CH2:29][CH2:28]2)=[O:26])[CH:21]=[CH:20][C:19]=1[CH3:41]. The catalyst is COCCOC.C([O-])([O-])=O.[Na+].[Na+].C1C=CC([P]([Pd]([P](C2C=CC=CC=2)(C2C=CC=CC=2)C2C=CC=CC=2)([P](C2C=CC=CC=2)(C2C=CC=CC=2)C2C=CC=CC=2)[P](C2C=CC=CC=2)(C2C=CC=CC=2)C2C=CC=CC=2)(C2C=CC=CC=2)C2C=CC=CC=2)=CC=1. The product is [F:38][C:35]1([F:37])[O:34][C:33]2[CH:39]=[CH:40][C:30]([C:27]3([C:25]([NH:24][C:22]4[CH:21]=[CH:20][C:19]([CH3:41])=[C:18]([C:9]5[CH:14]=[CH:13][CH:12]=[C:11]([OH:15])[CH:10]=5)[N:23]=4)=[O:26])[CH2:29][CH2:28]3)=[CH:31][C:32]=2[O:36]1. The yield is 0.780. (6) The yield is 0.680. The catalyst is C(Cl)Cl.CO.CCOC(C)=O.CN(C=O)C. The reactants are [CH3:1][O:2][C:3]([NH:5][C@@H:6]([CH:53]([CH3:55])[CH3:54])[C:7]([N:9]1[CH2:13][CH2:12][CH2:11][C@H:10]1[C:14]1[NH:15][C:16]([C:19]2[CH:24]=[CH:23][C:22]([C:25]3[CH:26]=[C:27]4[C:50](=[CH:51][CH:52]=3)[C:31]3[NH:32][C:33]([C@@H:35]5[CH2:39][C@H:38]([CH2:40][O:41][CH3:42])[CH2:37][N:36]5[C:43](OC(C)(C)C)=[O:44])=[N:34][C:30]=3[CH:29]=[CH:28]4)=[CH:21][CH:20]=2)=[CH:17][N:18]=1)=[O:8])=[O:4].Cl.[CH3:57][O:58][C:59]([NH:61][C@H:62]([C:66]1[CH:71]=[CH:70][CH:69]=[CH:68][CH:67]=1)C(O)=O)=[O:60].CCOC(C(C#N)=NOC(N1CCOCC1)=[N+](C)C)=O.F[P-](F)(F)(F)(F)F.CCN(C(C)C)C(C)C. The product is [CH3:1][O:2][C:3]([NH:5][C@@H:6]([CH:53]([CH3:55])[CH3:54])[C:7]([N:9]1[CH2:13][CH2:12][CH2:11][C@H:10]1[C:14]1[NH:15][C:16]([C:19]2[CH:20]=[CH:21][C:22]([C:25]3[CH:26]=[C:27]4[C:50](=[CH:51][CH:52]=3)[C:31]3[NH:32][C:33]([C@@H:35]5[CH2:39][C@H:38]([CH2:40][O:41][CH3:42])[CH2:37][N:36]5[C:43](=[O:44])[C@H:62]([NH:61][C:59](=[O:60])[O:58][CH3:57])[C:66]5[CH:71]=[CH:70][CH:69]=[CH:68][CH:67]=5)=[N:34][C:30]=3[CH:29]=[CH:28]4)=[CH:23][CH:24]=2)=[CH:17][N:18]=1)=[O:8])=[O:4]. (7) The reactants are [F:1][C:2]1[CH:7]=[CH:6][CH:5]=[C:4]([F:8])[C:3]=1[NH:9][C:10]([C:12]1[CH:13]=[C:14]([CH:19]=[CH:20][CH:21]=1)[C:15]([O:17]C)=O)=[O:11].[Cl:22][C:23]1[N:28]=[C:27]([CH3:29])[CH:26]=[CH:25][N:24]=1.[Li+].C[Si]([N-][Si](C)(C)C)(C)C.Cl. The catalyst is C1COCC1. The product is [Cl:22][C:23]1[N:28]=[C:27]([CH2:29][C:15]([C:14]2[CH:13]=[C:12]([CH:21]=[CH:20][CH:19]=2)[C:10]([NH:9][C:3]2[C:4]([F:8])=[CH:5][CH:6]=[CH:7][C:2]=2[F:1])=[O:11])=[O:17])[CH:26]=[CH:25][N:24]=1. The yield is 0.750. (8) The reactants are [CH3:1][C:2]([NH:14][C@@H:15]1[CH2:19][C@H:18]([C:20]2[CH:25]=[CH:24][CH:23]=[C:22]([O:26][C:27]([F:30])([F:29])[F:28])[CH:21]=2)[N:17]([C:31]2[CH:36]=[CH:35][C:34](Br)=[CH:33][CH:32]=2)[C:16]1=[O:38])([C:4]1[CH:5]=[N:6][C:7]([C:10]([F:13])([F:12])[F:11])=[CH:8][CH:9]=1)[CH3:3].[CH:39]1(B(O)O)[CH2:41][CH2:40]1.C1(P(C2CCCCC2)C2CCCCC2)CCCCC1. The catalyst is C1(C)C=CC=CC=1.O.C(OCC)(=O)C.CC([O-])=O.CC([O-])=O.[Pd+2]. The product is [CH3:1][C:2]([NH:14][C@@H:15]1[CH2:19][C@H:18]([C:20]2[CH:25]=[CH:24][CH:23]=[C:22]([O:26][C:27]([F:30])([F:29])[F:28])[CH:21]=2)[N:17]([C:31]2[CH:36]=[CH:35][C:34]([CH:39]3[CH2:41][CH2:40]3)=[CH:33][CH:32]=2)[C:16]1=[O:38])([C:4]1[CH:5]=[N:6][C:7]([C:10]([F:13])([F:12])[F:11])=[CH:8][CH:9]=1)[CH3:3]. The yield is 0.911. (9) The reactants are [N:1]1[O:2][N:3]=[C:4]2[CH:9]=[C:8]([C:10]([O:12]CC)=[O:11])[CH:7]=[CH:6][C:5]=12.[OH-].[Na+].Cl. The catalyst is CO. The yield is 0.820. The product is [N:1]1[O:2][N:3]=[C:4]2[CH:9]=[C:8]([C:10]([OH:12])=[O:11])[CH:7]=[CH:6][C:5]=12. (10) The reactants are [NH2:1][C:2]1[CH:3]=[C:4]([CH:9]=[CH:10][C:11]=1[O:12][CH3:13])[C:5]([O:7][CH3:8])=[O:6].C(Cl)CCl.C1C=CC2N(O)N=NC=2C=1.[S:28]1[CH:32]=[CH:31][CH:30]=[C:29]1[C:33](O)=[O:34]. The catalyst is C(Cl)Cl. The product is [CH3:13][O:12][C:11]1[CH:10]=[CH:9][C:4]([C:5]([O:7][CH3:8])=[O:6])=[CH:3][C:2]=1[NH:1][C:33]([C:29]1[S:28][CH:32]=[CH:31][CH:30]=1)=[O:34]. The yield is 0.390.